This data is from Reaction yield outcomes from USPTO patents with 853,638 reactions. The task is: Predict the reaction yield, written as a fraction of the theoretical maximum amount of product (1.0 means a 100% yield; for example, 0.34 means a 34% yield). The yield is 0.680. The reactants are [OH:1][C:2]1[CH:7]=[CH:6][C:5]([CH:8]2[CH2:12][CH2:11][C@:10]3([CH2:17][CH2:16][CH2:15][NH:14][C:13]3=[O:18])[NH:9]2)=[CH:4][CH:3]=1.[CH3:19][C:20]([O:23][C:24](O[C:24]([O:23][C:20]([CH3:22])([CH3:21])[CH3:19])=[O:25])=[O:25])([CH3:22])[CH3:21]. The catalyst is C1COCC1.C([O-])(O)=O.[Na+].C(O)(C)(C)C. The product is [OH:1][C:2]1[CH:7]=[CH:6][C:5]([CH:8]2[CH2:12][CH2:11][C@:10]3([CH2:17][CH2:16][CH2:15][NH:14][C:13]3=[O:18])[N:9]2[C:24]([O:23][C:20]([CH3:22])([CH3:21])[CH3:19])=[O:25])=[CH:4][CH:3]=1.